From a dataset of Forward reaction prediction with 1.9M reactions from USPTO patents (1976-2016). Predict the product of the given reaction. (1) Given the reactants [C:1]1([C:7]2[CH:8]=[C:9]([N:13]3[CH2:18][CH2:17][O:16][CH2:15][CH2:14]3)[N:10]=[N:11][CH:12]=2)[CH:6]=[CH:5][CH:4]=[CH:3][CH:2]=1.ClC1N=NC(N2CC[O:29][CH2:28][CH2:27]2)=CC=1C1C=CC=CC=1.[CH3:38][CH2:39][O:40][C:41]([CH3:43])=[O:42].[CH3:44][CH2:45][CH2:46][CH2:47][CH2:48][CH3:49].C[OH:51], predict the reaction product. The product is: [CH2:39]([O:40][C:41]([C:43]1[C:45]([C:44]([O:29][CH2:28][CH3:27])=[O:51])=[C:46]([CH2:47][CH:48]=[CH2:49])[N:11]2[C:12]=1[C:7]([C:1]1[CH:2]=[CH:3][CH:4]=[CH:5][CH:6]=1)=[CH:8][C:9]([N:13]1[CH2:18][CH2:17][O:16][CH2:15][CH2:14]1)=[N:10]2)=[O:42])[CH3:38]. (2) Given the reactants C([O:9][CH2:10][C:11]1[CH:16]=[CH:15][CH:14]=[CH:13][C:12]=1[C:17]([NH:19][C:20]1[CH:24]=[C:23]([CH3:25])[N:22]([CH2:26][C:27]2[CH:32]=[C:31]([Cl:33])[CH:30]=[CH:29][C:28]=2[O:34][CH2:35][CH:36]([CH3:38])[CH3:37])[N:21]=1)=[O:18])(=O)C1C=CC=CC=1.[O-]CC.[Na+], predict the reaction product. The product is: [Cl:33][C:31]1[CH:30]=[CH:29][C:28]([O:34][CH2:35][CH:36]([CH3:38])[CH3:37])=[C:27]([CH2:26][N:22]2[C:23]([CH3:25])=[CH:24][C:20]([NH:19][C:17](=[O:18])[C:12]3[CH:13]=[CH:14][CH:15]=[CH:16][C:11]=3[CH2:10][OH:9])=[N:21]2)[CH:32]=1.